Regression. Given a peptide amino acid sequence and an MHC pseudo amino acid sequence, predict their binding affinity value. This is MHC class I binding data. From a dataset of Peptide-MHC class I binding affinity with 185,985 pairs from IEDB/IMGT. (1) The peptide sequence is QINELHHSK. The MHC is HLA-A02:01 with pseudo-sequence HLA-A02:01. The binding affinity (normalized) is 0.0847. (2) The peptide sequence is STTSAGPCR. The MHC is HLA-A03:01 with pseudo-sequence HLA-A03:01. The binding affinity (normalized) is 0.0982.